From a dataset of Peptide-MHC class II binding affinity with 134,281 pairs from IEDB. Regression. Given a peptide amino acid sequence and an MHC pseudo amino acid sequence, predict their binding affinity value. This is MHC class II binding data. (1) The peptide sequence is GELQIVDKIDIAFKI. The MHC is DRB3_0101 with pseudo-sequence DRB3_0101. The binding affinity (normalized) is 0.798. (2) The MHC is DRB1_0101 with pseudo-sequence DRB1_0101. The peptide sequence is VDPTDYFRNEQSIPP. The binding affinity (normalized) is 0.273.